This data is from Reaction yield outcomes from USPTO patents with 853,638 reactions. The task is: Predict the reaction yield, written as a fraction of the theoretical maximum amount of product (1.0 means a 100% yield; for example, 0.34 means a 34% yield). (1) The reactants are COC([CH:5]1[C:10](=[O:11])[CH2:9][CH2:8][N:7]([N:12]2[CH2:17][CH2:16][CH2:15][CH2:14][CH2:13]2)[C:6]1=[O:18])=O. The catalyst is C(O)(=O)C. The product is [N:7]1([N:12]2[CH2:17][CH2:16][CH2:15][CH2:14][CH2:13]2)[CH2:8][CH2:9][C:10](=[O:11])[CH2:5][C:6]1=[O:18]. The yield is 0.360. (2) The reactants are [CH2:1]([SnH:5]([CH2:10][CH2:11][CH2:12][CH3:13])[CH2:6][CH2:7][CH2:8][CH3:9])[CH2:2][CH2:3][CH3:4].[Li+].CC([N-]C(C)C)C.Cl[C:23]1[N:28]=[C:27]([NH:29][C@@H:30]2[CH2:35][CH2:34][CH2:33][N:32]([C:36]([O:38][C:39]([CH3:42])([CH3:41])[CH3:40])=[O:37])[CH2:31]2)[CH:26]=[N:25][CH:24]=1. The catalyst is C1COCC1. The product is [CH2:10]([Sn:5]([CH2:1][CH2:2][CH2:3][CH3:4])([CH2:6][CH2:7][CH2:8][CH3:9])[C:23]1[N:28]=[C:27]([NH:29][C@@H:30]2[CH2:35][CH2:34][CH2:33][N:32]([C:36]([O:38][C:39]([CH3:42])([CH3:41])[CH3:40])=[O:37])[CH2:31]2)[CH:26]=[N:25][CH:24]=1)[CH2:11][CH2:12][CH3:13]. The yield is 0.480. (3) No catalyst specified. The product is [CH3:43][NH:44][C:5]1[N:6]=[CH:7][C:8]2[C:13]([C:14]3[CH:19]=[CH:18][CH:17]=[CH:16][CH:15]=3)=[C:12]([C:20]3[CH:21]=[CH:22][C:23]([C:26]4([NH:30][C:31](=[O:37])[O:32][C:33]([CH3:35])([CH3:36])[CH3:34])[CH2:27][CH2:28][CH2:29]4)=[CH:24][CH:25]=3)[O:11][C:9]=2[N:10]=1. The yield is 0.960. The reactants are CS([C:5]1[N:6]=[CH:7][C:8]2[C:13]([C:14]3[CH:19]=[CH:18][CH:17]=[CH:16][CH:15]=3)=[C:12]([C:20]3[CH:25]=[CH:24][C:23]([C:26]4([NH:30][C:31](=[O:37])[O:32][C:33]([CH3:36])([CH3:35])[CH3:34])[CH2:29][CH2:28][CH2:27]4)=[CH:22][CH:21]=3)[O:11][C:9]=2[N:10]=1)(=O)=O.C1COCC1.[CH3:43][NH2:44]. (4) The reactants are [CH3:1][O:2][C:3]1[CH:8]=[C:7]([N:9]2[CH2:14][CH2:13][N:12]([CH3:15])[CH2:11][CH2:10]2)[CH:6]=[CH:5][C:4]=1[NH:16][C:17]1[N:22]=[C:21]([O:23][C:24]2[CH:29]=[CH:28][CH:27]=[C:26]([N+:30]([O-])=O)[CH:25]=2)[N:20]2[N:33]=[CH:34][CH:35]=[C:19]2[N:18]=1. The catalyst is C(O)C. The product is [NH2:30][C:26]1[CH:25]=[C:24]([CH:29]=[CH:28][CH:27]=1)[O:23][C:21]1[N:20]2[N:33]=[CH:34][CH:35]=[C:19]2[N:18]=[C:17]([NH:16][C:4]2[CH:5]=[CH:6][C:7]([N:9]3[CH2:10][CH2:11][N:12]([CH3:15])[CH2:13][CH2:14]3)=[CH:8][C:3]=2[O:2][CH3:1])[N:22]=1. The yield is 0.800. (5) The reactants are [C:1]([C:4]1[CH:5]=[C:6]([NH:11][CH:12]([C:16]2[CH:21]=[CH:20][C:19]([O:22][CH3:23])=[C:18]([O:24][CH3:25])[CH:17]=2)[C:13]([OH:15])=[O:14])[CH:7]=[CH:8]C=1F)(=[O:3])[NH2:2].[NH2:26]C1C=CN=C(C(N)=O)C=1.COC1C=C(B(O)O)C=CC=1OC.O.C(O)(=O)C=O. The yield is 0.630. No catalyst specified. The product is [C:1]([C:4]1[CH:5]=[C:6]([NH:11][CH:12]([C:16]2[CH:21]=[CH:20][C:19]([O:22][CH3:23])=[C:18]([O:24][CH3:25])[CH:17]=2)[C:13]([OH:15])=[O:14])[CH:7]=[CH:8][N:26]=1)(=[O:3])[NH2:2]. (6) The reactants are [Br:1][C:2]1[C:10]2[C:5](=[C:6]([O:18][C:19]3[CH:24]=[CH:23][C:22]([S:25]([CH3:28])(=[O:27])=[O:26])=[CH:21][CH:20]=3)[CH:7]=[C:8]([C:11]3[C:16]([Cl:17])=[CH:15][CH:14]=[CH:13][N:12]=3)[CH:9]=2)[NH:4][N:3]=1.[C:29](=O)([O-])[O-].[K+].[K+].IC. The catalyst is CN(C=O)C.C(OCC)(=O)C. The product is [Br:1][C:2]1[C:10]2[C:5](=[C:6]([O:18][C:19]3[CH:20]=[CH:21][C:22]([S:25]([CH3:28])(=[O:27])=[O:26])=[CH:23][CH:24]=3)[CH:7]=[C:8]([C:11]3[C:16]([Cl:17])=[CH:15][CH:14]=[CH:13][N:12]=3)[CH:9]=2)[N:4]([CH3:29])[N:3]=1. The yield is 0.840. (7) The reactants are O1CCOCC1.Br[C:8]1[C:9]([CH3:16])=[C:10]([C:12]([F:15])=[CH:13][CH:14]=1)[NH2:11].[B:17]1([B:17]2[O:21][C:20]([CH3:23])([CH3:22])[C:19]([CH3:25])([CH3:24])[O:18]2)[O:21][C:20]([CH3:23])([CH3:22])[C:19]([CH3:25])([CH3:24])[O:18]1.C([O-])(=O)C.[K+]. The catalyst is ClCCl.[Pd+2].ClC1C=C[C-](P(C2C=CC=CC=2)C2C=CC=CC=2)C=1Cl.[C-]1(P(C2C=CC=CC=2)C2C=CC=CC=2)C=CC=C1.[Fe+2].O. The product is [F:15][C:12]1[C:10]([NH2:11])=[C:9]([CH3:16])[C:8]([B:17]2[O:21][C:20]([CH3:23])([CH3:22])[C:19]([CH3:25])([CH3:24])[O:18]2)=[CH:14][CH:13]=1. The yield is 0.700.